This data is from Catalyst prediction with 721,799 reactions and 888 catalyst types from USPTO. The task is: Predict which catalyst facilitates the given reaction. Reactant: [Li+].C[Si]([N-][Si](C)(C)C)(C)C.Cl[C:12]1[CH:21]=[CH:20][C:19]2[C:14](=[C:15]([C:22]3[O:23][C:24]4[CH:29]=[CH:28][NH:27][C:26](=[O:30])[C:25]=4[N:31]=3)[CH:16]=[CH:17][CH:18]=2)[N:13]=1.[NH2:32][C:33]1[CH:38]=[CH:37][CH:36]=[CH:35][CH:34]=1. Product: [C:33]1([NH:32][C:12]2[CH:21]=[CH:20][C:19]3[C:14](=[C:15]([C:22]4[O:23][C:24]5[CH:29]=[CH:28][NH:27][C:26](=[O:30])[C:25]=5[N:31]=4)[CH:16]=[CH:17][CH:18]=3)[N:13]=2)[CH:38]=[CH:37][CH:36]=[CH:35][CH:34]=1. The catalyst class is: 225.